Task: Predict the reaction yield, written as a fraction of the theoretical maximum amount of product (1.0 means a 100% yield; for example, 0.34 means a 34% yield).. Dataset: Reaction yield outcomes from USPTO patents with 853,638 reactions The reactants are [C:1]([C:9]1[CH:17]=[CH:16][C:12]([C:13](O)=[O:14])=[CH:11][CH:10]=1)(=[O:8])[C:2]1[CH:7]=[CH:6][CH:5]=[CH:4][CH:3]=1.S(Cl)([Cl:20])=O.C1(C)C=CC=CC=1. The catalyst is CN(C)C=O. The product is [C:1]([C:9]1[CH:17]=[CH:16][C:12]([C:13]([Cl:20])=[O:14])=[CH:11][CH:10]=1)(=[O:8])[C:2]1[CH:7]=[CH:6][CH:5]=[CH:4][CH:3]=1. The yield is 0.910.